From a dataset of Reaction yield outcomes from USPTO patents with 853,638 reactions. Predict the reaction yield, written as a fraction of the theoretical maximum amount of product (1.0 means a 100% yield; for example, 0.34 means a 34% yield). (1) The reactants are [C:1]([O:5][C:6]([C:8]1[CH:9]=[C:10]([C:14]2[C:15]([N+:35]([O-])=O)=[CH:16][C:17]3[O:21][C:20]([C:22]4[CH:27]=[CH:26][C:25]([F:28])=[CH:24][CH:23]=4)=[C:19]([C:29]([O:31][CH2:32][CH3:33])=[O:30])[C:18]=3[CH:34]=2)[CH:11]=[CH:12][CH:13]=1)=[O:7])([CH3:4])([CH3:3])[CH3:2]. The catalyst is CCO.CC(O)=O.CCOC(C)=O.[Fe]. The product is [NH2:35][C:15]1[C:14]([C:10]2[CH:11]=[CH:12][CH:13]=[C:8]([C:6]([O:5][C:1]([CH3:2])([CH3:4])[CH3:3])=[O:7])[CH:9]=2)=[CH:34][C:18]2[C:19]([C:29]([O:31][CH2:32][CH3:33])=[O:30])=[C:20]([C:22]3[CH:23]=[CH:24][C:25]([F:28])=[CH:26][CH:27]=3)[O:21][C:17]=2[CH:16]=1. The yield is 0.960. (2) The reactants are Br[C:2]1[CH:3]=[C:4]([C:7]([NH:9][C@@H:10]([CH2:23][C:24]2[CH:29]=[CH:28][CH:27]=[CH:26][C:25]=2[C:30]([F:33])([F:32])[F:31])[CH2:11][N:12]2[C:20](=[O:21])[C:19]3[C:14](=[CH:15][CH:16]=[CH:17][CH:18]=3)[C:13]2=[O:22])=[O:8])[S:5][CH:6]=1.C([O-])([O-])=O.[K+].[K+].[CH3:40][N:41]1[C:45](B2OC(C)(C)C(C)(C)O2)=[C:44]([CH3:55])[CH:43]=[N:42]1. The catalyst is O1CCOCC1.O.C1C=CC([P]([Pd]([P](C2C=CC=CC=2)(C2C=CC=CC=2)C2C=CC=CC=2)([P](C2C=CC=CC=2)(C2C=CC=CC=2)C2C=CC=CC=2)[P](C2C=CC=CC=2)(C2C=CC=CC=2)C2C=CC=CC=2)(C2C=CC=CC=2)C2C=CC=CC=2)=CC=1. The product is [CH3:40][N:41]1[C:45]([C:2]2[CH:3]=[C:4]([C:7]([NH:9][C@@H:10]([CH2:23][C:24]3[CH:29]=[CH:28][CH:27]=[CH:26][C:25]=3[C:30]([F:31])([F:32])[F:33])[CH2:11][N:12]3[C:13](=[O:22])[C:14]4[C:19](=[CH:18][CH:17]=[CH:16][CH:15]=4)[C:20]3=[O:21])=[O:8])[S:5][CH:6]=2)=[C:44]([CH3:55])[CH:43]=[N:42]1. The yield is 0.940. (3) The reactants are [C:1]([O:5][C:6]([NH:8][CH2:9][CH:10]([O:34][Si:35]([C:38]([CH3:41])([CH3:40])[CH3:39])([CH3:37])[CH3:36])[CH2:11][O:12][C:13]1[CH:14]=[C:15]([C:19]2[CH:20]=[C:21]([C:31]([OH:33])=O)[C:22]3[C:23](=[N:25][N:26]([CH:28]([CH3:30])[CH3:29])[CH:27]=3)[N:24]=2)[CH:16]=[CH:17][CH:18]=1)=[O:7])([CH3:4])([CH3:3])[CH3:2].[NH2:42][CH2:43][C:44]1[C:45](=[O:52])[NH:46][C:47]([CH3:51])=[CH:48][C:49]=1[CH3:50].CN(C(ON1N=NC2C=CC=NC1=2)=[N+](C)C)C.F[P-](F)(F)(F)(F)F.C1C=CC2N(O)N=NC=2C=1.CCN(CC)CC. The catalyst is C(Cl)Cl. The product is [Si:35]([O:34][CH:10]([CH2:11][O:12][C:13]1[CH:18]=[CH:17][CH:16]=[C:15]([C:19]2[CH:20]=[C:21]([C:31](=[O:33])[NH:42][CH2:43][C:44]3[C:45](=[O:52])[NH:46][C:47]([CH3:51])=[CH:48][C:49]=3[CH3:50])[C:22]3[C:23](=[N:25][N:26]([CH:28]([CH3:30])[CH3:29])[CH:27]=3)[N:24]=2)[CH:14]=1)[CH2:9][NH:8][C:6](=[O:7])[O:5][C:1]([CH3:2])([CH3:3])[CH3:4])([C:38]([CH3:40])([CH3:41])[CH3:39])([CH3:37])[CH3:36]. The yield is 0.410. (4) The reactants are [CH:1]1[C:6]([C:7]2[C:16](=[O:17])[C:15]3[CH:14]=[CH:13][C:12]([OH:18])=[CH:11][C:10]=3[O:9][CH:8]=2)=[CH:5][CH:4]=[C:3]([OH:19])[CH:2]=1.[C:20](OC(=O)C)(=[O:22])[CH3:21].N1[CH:32]=[CH:31]C=CC=1.[OH2:33]. No catalyst specified. The product is [CH3:21][C:20]([O:19][C:3]1[CH:4]=[CH:5][C:6]([C:7]2[C:16](=[O:17])[C:15]3[CH:14]=[CH:13][C:12]([O:18][C:31]([CH3:32])=[O:33])=[CH:11][C:10]=3[O:9][CH:8]=2)=[CH:1][CH:2]=1)=[O:22]. The yield is 0.830. (5) The reactants are [CH3:1][O:2][C:3]1[CH:4]=[C:5]2[C:10](=[CH:11][C:12]=1[O:13][CH3:14])[N:9]=[CH:8][CH:7]=[C:6]2[O:15][C:16]1[CH:22]=[CH:21][C:19]([NH2:20])=[CH:18][CH:17]=1.C1(C)C=CC=CC=1.C(N(CC)CC)C.Cl[C:38](Cl)([O:40][C:41](=[O:47])OC(Cl)(Cl)Cl)Cl.[F:49][C:50]([F:61])([F:60])[C:51]1[CH:52]=[C:53]([CH:57]=[CH:58][CH:59]=1)[CH2:54]CO. The catalyst is C(Cl)Cl. The product is [CH3:1][O:2][C:3]1[CH:4]=[C:5]2[C:10](=[CH:11][C:12]=1[O:13][CH3:14])[N:9]=[CH:8][CH:7]=[C:6]2[O:15][C:16]1[CH:22]=[CH:21][C:19]([NH:20][C:41](=[O:47])[O:40][CH2:38][CH2:54][C:53]2[CH:57]=[CH:58][CH:59]=[C:51]([C:50]([F:49])([F:60])[F:61])[CH:52]=2)=[CH:18][CH:17]=1. The yield is 0.760.